This data is from Reaction yield outcomes from USPTO patents with 853,638 reactions. The task is: Predict the reaction yield, written as a fraction of the theoretical maximum amount of product (1.0 means a 100% yield; for example, 0.34 means a 34% yield). (1) The reactants are C([N:8](CC1C=CC=CC=1)[C@@H:9]([C@H:15]([OH:20])[C:16]([CH3:19])([CH3:18])[CH3:17])[C:10]([O:12][CH2:13][CH3:14])=[O:11])C1C=CC=CC=1. The catalyst is CCO.[Pd]. The product is [NH2:8][C@@H:9]([C@H:15]([OH:20])[C:16]([CH3:19])([CH3:18])[CH3:17])[C:10]([O:12][CH2:13][CH3:14])=[O:11]. The yield is 0.700. (2) The reactants are [NH2:1][C:2]1[N:7]=[C:6]([N:8]2[CH2:13][CH2:12][N:11]([C:14]([O:16][C:17]([CH3:20])([CH3:19])[CH3:18])=[O:15])[CH2:10][CH2:9]2)[CH:5]=[CH:4][N:3]=1.C[Si]([N-][Si](C)(C)C)(C)C.[Na+].[F:31][C:32]([F:61])([F:60])[C:33]1[CH:34]=[C:35]([C:39]2[CH:40]=[CH:41][C:42]3[N:48]4[CH2:49][C@H:45]([CH2:46][CH2:47]4)[N:44]([C:50](OC4C=CC=CC=4)=[O:51])[C:43]=3[N:59]=2)[CH:36]=[CH:37][CH:38]=1. The catalyst is C1COCC1. The product is [F:60][C:32]([F:31])([F:61])[C:33]1[CH:34]=[C:35]([C:39]2[CH:40]=[CH:41][C:42]3[N:48]4[CH2:49][C@H:45]([CH2:46][CH2:47]4)[N:44]([C:50]([NH:1][C:2]4[N:7]=[C:6]([N:8]5[CH2:9][CH2:10][N:11]([C:14]([O:16][C:17]([CH3:20])([CH3:19])[CH3:18])=[O:15])[CH2:12][CH2:13]5)[CH:5]=[CH:4][N:3]=4)=[O:51])[C:43]=3[N:59]=2)[CH:36]=[CH:37][CH:38]=1. The yield is 0.370. (3) The reactants are [NH2:1]/[C:2](=[CH:38]\[C:39](=[O:49])[CH2:40][NH:41][C:42]([O:44][C:45]([CH3:48])([CH3:47])[CH3:46])=[O:43])/[CH2:3][C@@H:4]1[C@H:7]([NH:8][C:9](=[O:36])/[C:10](=[N:24]\[O:25][C:26]([CH3:35])([CH3:34])[C:27]([O:29][C:30]([CH3:33])([CH3:32])[CH3:31])=[O:28])/[C:11]2[N:12]=[C:13]([NH:16][C:17]([O:19][C:20]([CH3:23])([CH3:22])[CH3:21])=[O:18])[S:14][CH:15]=2)[C:6](=[O:37])[NH:5]1.Cl.NO.C(=O)([O-])[O-].[K+].[K+]. The catalyst is C(O)C. The product is [C:45]([O:44][C:42]([NH:41][CH2:40][C:39]1[O:49][N:1]=[C:2]([CH2:3][C@@H:4]2[C@H:7]([NH:8][C:9](=[O:36])/[C:10](=[N:24]\[O:25][C:26]([CH3:34])([CH3:35])[C:27]([O:29][C:30]([CH3:31])([CH3:32])[CH3:33])=[O:28])/[C:11]3[N:12]=[C:13]([NH:16][C:17]([O:19][C:20]([CH3:23])([CH3:22])[CH3:21])=[O:18])[S:14][CH:15]=3)[C:6](=[O:37])[NH:5]2)[CH:38]=1)=[O:43])([CH3:48])([CH3:47])[CH3:46]. The yield is 0.170. (4) The reactants are CS(O[CH2:6][C@@H:7]1[CH2:11][C:10]([F:13])([F:12])[CH2:9][N:8]1[C:14]([O:16][C:17]([CH3:20])([CH3:19])[CH3:18])=[O:15])(=O)=O.[C-:21]#[N:22].[Na+]. The catalyst is CS(C)=O. The product is [C:21]([CH2:6][C@@H:7]1[CH2:11][C:10]([F:13])([F:12])[CH2:9][N:8]1[C:14]([O:16][C:17]([CH3:20])([CH3:19])[CH3:18])=[O:15])#[N:22]. The yield is 0.760.